From a dataset of Reaction yield outcomes from USPTO patents with 853,638 reactions. Predict the reaction yield, written as a fraction of the theoretical maximum amount of product (1.0 means a 100% yield; for example, 0.34 means a 34% yield). (1) The reactants are [C:1]([O:5][C:6]([NH:8][CH:9]([CH2:13][NH:14][C:15]([O:17][CH2:18][CH:19]1[C:31]2[CH:30]=[CH:29][CH:28]=[CH:27][C:26]=2[C:25]2[C:20]1=[CH:21][CH:22]=[CH:23][CH:24]=2)=[O:16])[C:10]([OH:12])=[O:11])=[O:7])([CH3:4])([CH3:3])[CH3:2].ON1C2C=CC=C[C:36]=2N=N1.Cl.C(N=C=NCCCN(C)C)C.C(N(C(C)C)C(C)C)C. The catalyst is O1CCCC1.CO. The product is [CH3:36][O:11][C:10](=[O:12])[C@@H:9]([NH:8][C:6]([O:5][C:1]([CH3:4])([CH3:2])[CH3:3])=[O:7])[CH2:13][NH:14][C:15]([O:17][CH2:18][CH:19]1[C:20]2[CH:21]=[CH:22][CH:23]=[CH:24][C:25]=2[C:26]2[C:31]1=[CH:30][CH:29]=[CH:28][CH:27]=2)=[O:16]. The yield is 0.930. (2) The reactants are Br[C:2]1[CH:7]=[CH:6][CH:5]=[C:4]([Br:8])[N:3]=1.ClCCl.[Br-].[CH:13]1([Zn+])[CH2:16][CH2:15][CH2:14]1. The yield is 0.550. The product is [Br:8][C:4]1[CH:5]=[CH:6][CH:7]=[C:2]([CH:13]2[CH2:16][CH2:15][CH2:14]2)[N:3]=1. The catalyst is [Cu](I)I.C1C=CC(P(C2C=CC=CC=2)[C-]2C=CC=C2)=CC=1.C1C=CC(P(C2C=CC=CC=2)[C-]2C=CC=C2)=CC=1.Cl[Pd]Cl.[Fe+2].C1COCC1. (3) The reactants are Cl[CH2:2][CH2:3][CH:4]=[C:5]1[C:11]2[CH:12]=[CH:13][CH:14]=[CH:15][C:10]=2[CH2:9][O:8][C:7]2[CH:16]=[CH:17][CH:18]=[CH:19][C:6]1=2.S(Cl)(Cl)=O.[CH3:24][NH:25][CH3:26].Cl. The catalyst is O1CCCC1.C(O)C.O. The product is [CH3:24][N:25]([CH3:26])[CH2:2][CH2:3][CH:4]=[C:5]1[C:11]2[CH:12]=[CH:13][CH:14]=[CH:15][C:10]=2[CH2:9][O:8][C:7]2[CH:16]=[CH:17][CH:18]=[CH:19][C:6]1=2. The yield is 0.735. (4) The reactants are C(OC=C)(=O)C.CCCC[Sn](Cl)(O[Sn](Cl)(C[CH2:23][CH2:24][CH3:25])CCCC)CCCC.[C:28]([O:31][CH2:32][C:33]1[CH:34]=[CH:35][C:36]([CH2:40][C:41]2[CH:46]=[CH:45][C:44](OC)=[CH:43][CH:42]=2)=[C:37]([OH:39])[CH:38]=1)(=[O:30])[CH3:29]. The catalyst is O1CCCC1. The product is [C:28]([O:31][CH2:32][C:33]1[CH:34]=[CH:35][C:36]([CH2:40][C:41]2[CH:42]=[CH:43][C:44]([CH:23]3[CH2:24][CH2:25]3)=[CH:45][CH:46]=2)=[C:37]([OH:39])[CH:38]=1)(=[O:30])[CH3:29]. The yield is 0.950. (5) The reactants are Br[C:2]1[N:3]=[CH:4][N:5]([C:7]2[CH:12]=[CH:11][CH:10]=[CH:9][CH:8]=2)[CH:6]=1.[O:13]1[CH:17]=[CH:16][CH:15]=[C:14]1B(O)O.C([O-])([O-])=O.[K+].[K+]. The catalyst is C1(C)C(CO)=CC=CC=1. The product is [O:13]1[CH:17]=[CH:16][CH:15]=[C:14]1[C:2]1[N:3]=[CH:4][N:5]([C:7]2[CH:12]=[CH:11][CH:10]=[CH:9][CH:8]=2)[CH:6]=1. The yield is 0.214. (6) The reactants are [Cl:1][C:2]1[N:7]=[N:6][C:5]([NH2:8])=[CH:4][C:3]=1[CH3:9].Cl[CH2:11][CH:12]=O. The catalyst is C(O)CCC. The product is [Cl:1][C:2]1[C:3]([CH3:9])=[CH:4][C:5]2[N:6]([CH:11]=[CH:12][N:8]=2)[N:7]=1. The yield is 0.334. (7) The reactants are [OH:1][CH2:2][C@@H:3]1[CH2:8][CH2:7][CH2:6][N:5]([C:9](=[O:14])[CH2:10][CH:11]([CH3:13])[CH3:12])[CH2:4]1.[H-].[Na+].[NH2:17][C:18]1[CH:25]=[CH:24][CH:23]=[C:22](F)[C:19]=1[C:20]#[N:21]. The catalyst is C1COCC1. The product is [NH2:17][C:18]1[CH:25]=[CH:24][CH:23]=[C:22]([O:1][CH2:2][C@@H:3]2[CH2:8][CH2:7][CH2:6][N:5]([C:9](=[O:14])[CH2:10][CH:11]([CH3:12])[CH3:13])[CH2:4]2)[C:19]=1[C:20]#[N:21]. The yield is 0.410. (8) The reactants are Cl[C:2]1[C:7]([N+:8]([O-:10])=[O:9])=[CH:6][CH:5]=[CH:4][N:3]=1.C(=O)([O-])[O-].[K+].[K+].CN(C=O)C.[NH2:22][C@@H:23]([CH3:26])[CH2:24][OH:25]. The catalyst is O. The product is [N+:8]([C:7]1[C:2]([NH:22][C@@H:23]([CH3:26])[CH2:24][OH:25])=[N:3][CH:4]=[CH:5][CH:6]=1)([O-:10])=[O:9]. The yield is 1.14.